Dataset: Forward reaction prediction with 1.9M reactions from USPTO patents (1976-2016). Task: Predict the product of the given reaction. (1) Given the reactants [OH:1][C:2]1[C:11]2[N:10]=[C:9]([NH:12][C:13](=[O:20])[C:14]3[CH:19]=[CH:18][CH:17]=[N:16][CH:15]=3)[N:8]3[CH2:21][CH2:22][N:23]=[C:7]3[C:6]=2[CH:5]=[CH:4][C:3]=1[O:24][CH2:25][CH2:26][CH2:27][N:28]1[CH2:33][CH2:32][O:31][CH2:30][CH2:29]1.[H-].[Na+].Cl[CH2:37][C:38]1[CH:43]=[CH:42][C:41]([S:44]([CH3:47])(=[O:46])=[O:45])=[CH:40][CH:39]=1, predict the reaction product. The product is: [CH3:47][S:44]([C:41]1[CH:42]=[CH:43][C:38]([CH2:37][O:1][C:2]2[C:11]3[N:10]=[C:9]([NH:12][C:13](=[O:20])[C:14]4[CH:19]=[CH:18][CH:17]=[N:16][CH:15]=4)[N:8]4[CH2:21][CH2:22][N:23]=[C:7]4[C:6]=3[CH:5]=[CH:4][C:3]=2[O:24][CH2:25][CH2:26][CH2:27][N:28]2[CH2:29][CH2:30][O:31][CH2:32][CH2:33]2)=[CH:39][CH:40]=1)(=[O:45])=[O:46]. (2) Given the reactants [C:9](O[C:9]([O:11][C:12]([CH3:15])([CH3:14])[CH3:13])=[O:10])([O:11][C:12]([CH3:15])([CH3:14])[CH3:13])=[O:10].[CH3:16][NH:17][CH:18]([CH2:20][CH:21]=[CH2:22])[CH3:19], predict the reaction product. The product is: [CH3:16][N:17]([C:9]([O:11][C:12]([CH3:13])([CH3:14])[CH3:15])=[O:10])[CH:18]([CH2:20][CH:21]=[CH2:22])[CH3:19]. (3) Given the reactants [C:1](Cl)(Cl)=[O:2].[F:5][C:6]([F:44])([F:43])[C:7]1[CH:8]=[C:9]([CH:17]([NH:20][CH2:21][C:22]2[CH:27]=[C:26]([C:28]([F:31])([F:30])[F:29])[CH:25]=[CH:24][C:23]=2[C:32]2[CH:37]=[C:36]([CH:38]([CH3:40])[CH3:39])[CH:35]=[CH:34][C:33]=2[O:41][CH3:42])[CH2:18][OH:19])[CH:10]=[C:11]([C:13]([F:16])([F:15])[F:14])[CH:12]=1.CCN(C(C)C)C(C)C.O, predict the reaction product. The product is: [F:5][C:6]([F:43])([F:44])[C:7]1[CH:8]=[C:9]([CH:17]2[CH2:18][O:19][C:1](=[O:2])[N:20]2[CH2:21][C:22]2[CH:27]=[C:26]([C:28]([F:29])([F:30])[F:31])[CH:25]=[CH:24][C:23]=2[C:32]2[CH:37]=[C:36]([CH:38]([CH3:39])[CH3:40])[CH:35]=[CH:34][C:33]=2[O:41][CH3:42])[CH:10]=[C:11]([C:13]([F:14])([F:15])[F:16])[CH:12]=1. (4) Given the reactants [N:1]([CH:4]1[CH2:13][CH2:12][CH2:11][C:10]2[CH:9]=[C:8]([C:14]#[N:15])[CH:7]=[CH:6][C:5]1=2)=[N+]=[N-], predict the reaction product. The product is: [NH2:1][C@@H:4]1[CH2:13][CH2:12][CH2:11][C:10]2[CH:9]=[C:8]([C:14]#[N:15])[CH:7]=[CH:6][C:5]1=2. (5) The product is: [C:16]([OH:23])(=[O:22])/[CH:17]=[CH:18]/[C:19]([OH:21])=[O:20].[Cl:1][C:2]1[N:7]=[CH:6][C:5]([N:8]2[CH2:12][CH2:11][C@H:10]3[CH2:13][NH:14][CH2:15][C@@H:9]23)=[CH:4][CH:3]=1. Given the reactants [Cl:1][C:2]1[N:7]=[CH:6][C:5]([N:8]2[CH2:12][CH2:11][C@H:10]3[CH2:13][NH:14][CH2:15][C@@H:9]23)=[CH:4][CH:3]=1.[C:16]([OH:23])(=[O:22])/[CH:17]=[CH:18]/[C:19]([OH:21])=[O:20], predict the reaction product. (6) Given the reactants [F:1][C:2]1[CH:7]=[CH:6][C:5]([C:8]2[S:12][C:11]3[CH:13]=[C:14]([O:17]C)[CH:15]=[CH:16][C:10]=3[C:9]=2[O:19][C:20]2[CH:33]=[CH:32][C:23](/[CH:24]=[CH:25]/[C:26]3[NH:30][C:29]([CH3:31])=[N:28][N:27]=3)=[CH:22][CH:21]=2)=[C:4]([CH3:34])[CH:3]=1.B(Br)(Br)Br, predict the reaction product. The product is: [F:1][C:2]1[CH:7]=[CH:6][C:5]([C:8]2[S:12][C:11]3[CH:13]=[C:14]([OH:17])[CH:15]=[CH:16][C:10]=3[C:9]=2[O:19][C:20]2[CH:21]=[CH:22][C:23](/[CH:24]=[CH:25]/[C:26]3[NH:30][C:29]([CH3:31])=[N:28][N:27]=3)=[CH:32][CH:33]=2)=[C:4]([CH3:34])[CH:3]=1. (7) Given the reactants [CH3:1][N:2]1[CH:6]=[C:5]([C:7]2[CH:16]=[CH:15][C:14]3[C:9](=[CH:10][CH:11]=[CH:12][CH:13]=3)[CH:8]=2)[N:4]=[C:3]1[NH:17][C:18](=[O:20])[CH3:19].S(=O)(=O)(O)O.C1(=O)[O:31][C:29](=[O:30])[C:28]2=C[CH:33]=[CH:34][CH:35]=[C:27]12, predict the reaction product. The product is: [CH3:1][N:2]1[CH:6]=[C:5]([C:7]2[CH:16]=[CH:15][C:14]3[C:9](=[CH:10][CH:11]=[CH:12][CH:13]=3)[CH:8]=2)[N:4]=[C:3]1[NH:17][C:18]([C:19]1[CH:33]=[CH:34][CH:35]=[CH:27][C:28]=1[C:29]([OH:31])=[O:30])=[O:20].